Dataset: Full USPTO retrosynthesis dataset with 1.9M reactions from patents (1976-2016). Task: Predict the reactants needed to synthesize the given product. (1) Given the product [NH2:14][C:15]1[N:20]=[CH:19][N:18]=[C:17]([NH:21][C@H:22]([C:24]2[N:25]=[C:26]3[CH:38]=[CH:37][CH:36]=[C:35]([C:39]([NH:13][CH:10]4[CH2:12][CH2:11]4)=[O:41])[N:3]3[C:2]=2[C:62]2[CH:63]=[CH:64][CH:65]=[CH:66][CH:67]=2)[CH3:23])[C:16]=1[C:42]#[N:43], predict the reactants needed to synthesize it. The reactants are: C[CH2:2][N:3](C(C)C)C(C)C.[CH:10]1([NH2:13])[CH2:12][CH2:11]1.[NH2:14][C:15]1[N:20]=[CH:19][N:18]=[C:17]([NH:21][C@H:22]([C:24]2N(C3C=CC=CC=3)C3[C:35]([C:39]([OH:41])=O)=[CH:36][CH:37]=[CH:38][C:26]=3[N:25]=2)[CH3:23])[C:16]=1[C:42]#[N:43].C1CN([P+](ON2N=N[C:63]3[CH:64]=[CH:65][CH:66]=[CH:67][C:62]2=3)(N2CCCC2)N2CCCC2)CC1.F[P-](F)(F)(F)(F)F. (2) Given the product [BrH:8].[F:18][C:15]1[CH:16]=[CH:17][C:12]([C:10](=[O:11])[CH2:9][N:6]2[CH:5]=[C:4]([CH3:7])[O:3][C:2]2=[NH:1])=[CH:13][CH:14]=1, predict the reactants needed to synthesize it. The reactants are: [NH2:1][C:2]1[O:3][C:4]([CH3:7])=[CH:5][N:6]=1.[Br:8][CH2:9][C:10]([C:12]1[CH:17]=[CH:16][C:15]([F:18])=[CH:14][CH:13]=1)=[O:11]. (3) Given the product [Cl:22][C:10]1[C:5]2[CH:4]=[C:3]([CH2:1][CH3:2])[NH:19][C:6]=2[N:7]=[C:8]([CH2:12][C:13]2[CH:14]=[N:15][CH:16]=[CH:17][CH:18]=2)[N:9]=1, predict the reactants needed to synthesize it. The reactants are: [CH2:1]([C:3]1[NH:19][C:6]2[N:7]=[C:8]([CH2:12][C:13]3[CH:14]=[N:15][CH:16]=[CH:17][CH:18]=3)[N:9]=[C:10](O)[C:5]=2[CH:4]=1)[CH3:2].P(Cl)(Cl)([Cl:22])=O.